Predict the product of the given reaction. From a dataset of Forward reaction prediction with 1.9M reactions from USPTO patents (1976-2016). (1) Given the reactants [C:1](Cl)(=[O:5])[C:2](Cl)=[O:3].[CH2:7]([O:14][C:15]1[C:23]([F:24])=[CH:22][CH:21]=[C:20]2[C:16]=1[CH:17]=[CH:18][NH:19]2)[C:8]1[CH:13]=[CH:12][CH:11]=[CH:10][CH:9]=1.[CH3:25][NH:26][CH3:27], predict the reaction product. The product is: [CH2:7]([O:14][C:15]1[C:23]([F:24])=[CH:22][CH:21]=[C:20]2[C:16]=1[C:17]([C:1](=[O:5])[C:2]([N:26]([CH3:27])[CH3:25])=[O:3])=[CH:18][NH:19]2)[C:8]1[CH:9]=[CH:10][CH:11]=[CH:12][CH:13]=1. (2) Given the reactants [F:1][C:2]1[CH:3]=[CH:4][C:5]([O:30]C)=[C:6]([C:8]([CH3:29])([CH3:28])[CH2:9][C:10]([OH:27])([C:23]([F:26])([F:25])[F:24])[CH:11]=[N:12][C:13]2[CH:21]=[CH:20][CH:19]=[C:18]3[C:14]=2[CH2:15][NH:16][C:17]3=[O:22])[CH:7]=1.B(Br)(Br)Br.C(=O)(O)[O-].[Na+], predict the reaction product. The product is: [F:1][C:2]1[CH:3]=[CH:4][C:5]([OH:30])=[C:6]2[C:7]=1[CH:11]([NH:12][C:13]1[CH:21]=[CH:20][CH:19]=[C:18]3[C:14]=1[CH2:15][NH:16][C:17]3=[O:22])[C:10]([OH:27])([C:23]([F:26])([F:25])[F:24])[CH2:9][C:8]2([CH3:29])[CH3:28]. (3) Given the reactants COC[O:4][C:5]1[CH:10]=[C:9]([O:11][C:12]2[CH:17]=[CH:16][C:15]([O:18][CH3:19])=[CH:14][CH:13]=2)[CH:8]=[CH:7][C:6]=1[NH:20][S:21]([C:24]1[CH:29]=[CH:28][C:27]([CH3:30])=[CH:26][CH:25]=1)(=[O:23])=[O:22].Cl, predict the reaction product. The product is: [OH:4][C:5]1[CH:10]=[C:9]([O:11][C:12]2[CH:17]=[CH:16][C:15]([O:18][CH3:19])=[CH:14][CH:13]=2)[CH:8]=[CH:7][C:6]=1[NH:20][S:21]([C:24]1[CH:25]=[CH:26][C:27]([CH3:30])=[CH:28][CH:29]=1)(=[O:23])=[O:22]. (4) The product is: [NH2:1][CH:4]([C:6]1[CH:11]=[CH:10][C:9]([O:12][CH3:13])=[C:8]([OH:14])[CH:7]=1)[CH3:5]. Given the reactants [N:1]([CH:4]([C:6]1[CH:11]=[CH:10][C:9]([O:12][CH3:13])=[C:8]([O:14]CC2C=CC=CC=2)[CH:7]=1)[CH3:5])=[N+]=[N-], predict the reaction product. (5) Given the reactants [Cl:1][C:2]1[CH:3]=[CH:4][C:5]([C:9]2[N:13]([CH2:14][CH2:15][CH2:16][CH2:17][CH3:18])[C:12]3[CH:19]=[C:20]([F:24])[C:21]([F:23])=[CH:22][C:11]=3[N:10]=2)=[C:6]([OH:8])[CH:7]=1.Br[CH2:26][C:27]1[CH:34]=[CH:33][C:30]([C:31]#[N:32])=[CH:29][C:28]=1[F:35], predict the reaction product. The product is: [Cl:1][C:2]1[CH:3]=[CH:4][C:5]([C:9]2[N:13]([CH2:14][CH2:15][CH2:16][CH2:17][CH3:18])[C:12]3[CH:19]=[C:20]([F:24])[C:21]([F:23])=[CH:22][C:11]=3[N:10]=2)=[C:6]([CH:7]=1)[O:8][CH2:26][C:27]1[CH:34]=[CH:33][C:30]([C:31]#[N:32])=[CH:29][C:28]=1[F:35]. (6) Given the reactants [CH:1](=O)[C:2]1[CH:7]=[CH:6][CH:5]=[N:4][CH:3]=1.[NH2:9][OH:10].C([O-])(=O)C.[Na+], predict the reaction product. The product is: [CH:1](=[N:9][OH:10])[C:2]1[CH:7]=[CH:6][CH:5]=[N:4][CH:3]=1.